Dataset: Full USPTO retrosynthesis dataset with 1.9M reactions from patents (1976-2016). Task: Predict the reactants needed to synthesize the given product. (1) Given the product [C:23]([C:26]1[N:14]([CH2:15][C:16]2([OH:21])[CH2:20][CH2:19][CH2:18][CH2:17]2)[C:3]2[CH:4]=[CH:5][C:6]([S:8]([CH:11]([CH3:12])[CH3:13])(=[O:9])=[O:10])=[CH:7][C:2]=2[N:1]=1)([CH3:25])([CH3:24])[CH3:22], predict the reactants needed to synthesize it. The reactants are: [NH2:1][C:2]1[CH:7]=[C:6]([S:8]([CH:11]([CH3:13])[CH3:12])(=[O:10])=[O:9])[CH:5]=[CH:4][C:3]=1[NH:14][CH2:15][C:16]1([OH:21])[CH2:20][CH2:19][CH2:18][CH2:17]1.[C:22](Cl)(=O)[C:23]([CH3:26])([CH3:25])[CH3:24]. (2) Given the product [C:12]([O:15][C:16]([NH:4][C@:3]([CH3:2])([C:7]([O:9][CH3:10])=[O:8])[CH2:5][OH:6])=[O:17])([CH3:14])([CH3:13])[CH3:11], predict the reactants needed to synthesize it. The reactants are: Cl.[CH3:2][C@@:3]([C:7]([O:9][CH3:10])=[O:8])([CH2:5][OH:6])[NH2:4].[CH3:11][C:12]([O:15][C:16](O[C:16]([O:15][C:12]([CH3:14])([CH3:13])[CH3:11])=[O:17])=[O:17])([CH3:14])[CH3:13]. (3) Given the product [ClH:23].[ClH:23].[CH3:1][C:2]1[CH:22]=[C:5]2[C:6]([C@H:10]3[CH2:12][C@@H:11]3[CH2:13][NH2:14])=[CH:7][CH:8]=[CH:9][N:4]2[N:3]=1, predict the reactants needed to synthesize it. The reactants are: [CH3:1][C:2]1[CH:22]=[C:5]2[C:6]([C@H:10]3[CH2:12][C@@H:11]3[CH2:13][NH:14]C(=O)OC(C)(C)C)=[CH:7][CH:8]=[CH:9][N:4]2[N:3]=1.[ClH:23].CO.